This data is from Full USPTO retrosynthesis dataset with 1.9M reactions from patents (1976-2016). The task is: Predict the reactants needed to synthesize the given product. (1) Given the product [CH2:21]([O:20][C:17]1[CH:16]=[CH:15][C:14]([CH:10]2[O:11][CH2:12][CH2:13][NH:8][CH2:9]2)=[CH:19][CH:18]=1)[CH2:22][CH2:23][CH2:24][CH2:25][CH2:26][CH2:27][CH3:28], predict the reactants needed to synthesize it. The reactants are: C([N:8]1[CH2:13][CH2:12][O:11][CH:10]([C:14]2[CH:19]=[CH:18][C:17]([O:20][CH2:21][CH2:22][CH2:23][CH2:24][CH2:25][CH2:26][CH2:27][CH3:28])=[CH:16][CH:15]=2)[CH2:9]1)C1C=CC=CC=1. (2) Given the product [CH3:1][C:2]1[CH:3]=[C:4]([O:5][CH2:6][C:7]2[N:8]=[CH:9][CH:10]=[CH:11][N:12]=2)[CH:13]=[CH:14][C:15]=1[NH2:16], predict the reactants needed to synthesize it. The reactants are: [CH3:1][C:2]1[CH:3]=[C:4]([CH:13]=[CH:14][C:15]=1[N+:16]([O-])=O)[O:5][CH2:6][C:7]1[N:12]=[CH:11][CH:10]=[CH:9][N:8]=1.[Cl-].[NH4+]. (3) Given the product [NH2:4][C:5]1[CH:6]=[C:7]([N:11]2[C:15]3[CH:16]=[CH:17][C:18]([C:20]([NH:22][CH2:23][C:24]4[CH:25]=[N:26][CH:27]=[CH:28][CH:29]=4)=[O:21])=[CH:19][C:14]=3[N:13]=[CH:12]2)[CH:8]=[CH:9][CH:10]=1, predict the reactants needed to synthesize it. The reactants are: C([NH:4][C:5]1[CH:6]=[C:7]([N:11]2[C:15]3[CH:16]=[CH:17][C:18]([C:20]([NH:22][CH2:23][C:24]4[CH:25]=[N:26][CH:27]=[CH:28][CH:29]=4)=[O:21])=[CH:19][C:14]=3[N:13]=[CH:12]2)[CH:8]=[CH:9][CH:10]=1)(=O)C. (4) The reactants are: [C:1]([C:5]1[CH:10]=[CH:9][C:8]([C:11]2[CH:12]=[C:13]([C:16]3[CH:21]=[CH:20][C:19]([O:22][CH3:23])=[CH:18][CH:17]=3)[NH:14][CH:15]=2)=[CH:7][CH:6]=1)([CH3:4])([CH3:3])[CH3:2].[CH3:24][O:25][C:26]1[CH:34]=[CH:33][CH:32]=[CH:31][C:27]=1[C:28](Cl)=[O:29]. Given the product [CH3:24][O:25][C:26]1[CH:34]=[CH:33][CH:32]=[CH:31][C:27]=1[C:28]([C:15]1[NH:14][C:13]([C:16]2[CH:17]=[CH:18][C:19]([O:22][CH3:23])=[CH:20][CH:21]=2)=[CH:12][C:11]=1[C:8]1[CH:7]=[CH:6][C:5]([C:1]([CH3:4])([CH3:2])[CH3:3])=[CH:10][CH:9]=1)=[O:29], predict the reactants needed to synthesize it. (5) Given the product [Cl:1][C:2]1[CH:3]=[C:4]([CH2:20][CH2:21][CH2:22][N:23]2[CH2:28][CH2:27][N:26]([CH3:29])[CH2:25][CH2:24]2)[CH:5]=[C:6]2[C:10]=1[C:9](=[O:11])[N:8]([CH2:12][C:13]1[CH:18]=[CH:17][C:16]([Cl:19])=[CH:15][CH:14]=1)[CH2:7]2, predict the reactants needed to synthesize it. The reactants are: [Cl:1][C:2]1[CH:3]=[C:4]([C:20]#[C:21][CH2:22][N:23]2[CH2:28][CH2:27][N:26]([CH3:29])[CH2:25][CH2:24]2)[CH:5]=[C:6]2[C:10]=1[C:9](=[O:11])[N:8]([CH2:12][C:13]1[CH:18]=[CH:17][C:16]([Cl:19])=[CH:15][CH:14]=1)[CH2:7]2.[H][H].C(Cl)(Cl)Cl.CO. (6) The reactants are: [F:1][C:2]1[CH:3]=[C:4]([NH:10][NH2:11])[CH:5]=[CH:6][C:7]=1[O:8][CH3:9].[ClH:12]. Given the product [ClH:12].[F:1][C:2]1[CH:3]=[C:4]([NH:10][NH2:11])[CH:5]=[CH:6][C:7]=1[O:8][CH3:9], predict the reactants needed to synthesize it. (7) Given the product [CH3:31][C:26]1[CH:25]=[CH:24][C:23]2[C:28](=[CH:29][CH:30]=[C:21]([NH:20][S:10]([C:7]3[CH:8]=[CH:9][C:4]([CH2:1][CH2:2][CH3:3])=[CH:5][CH:6]=3)(=[O:12])=[O:11])[CH:22]=2)[N:27]=1, predict the reactants needed to synthesize it. The reactants are: [CH2:1]([C:4]1[CH:9]=[CH:8][C:7]([S:10](Cl)(=[O:12])=[O:11])=[CH:6][CH:5]=1)[CH2:2][CH3:3].N1C=CC=CC=1.[NH2:20][C:21]1[CH:22]=[C:23]2[C:28](=[CH:29][CH:30]=1)[N:27]=[C:26]([CH3:31])[CH:25]=[CH:24]2.C([O-])(O)=O.[Na+].